This data is from Forward reaction prediction with 1.9M reactions from USPTO patents (1976-2016). The task is: Predict the product of the given reaction. (1) Given the reactants [Cl:1][C:2]1[N:10]=[C:9]2[C:5]([N:6]=[CH:7][N:8]2[CH:11]2[CH2:15][CH2:14][O:13][CH2:12]2)=[C:4](Cl)[N:3]=1.[CH2:17]([NH2:24])[C:18]1[CH:23]=[CH:22][CH:21]=[CH:20][CH:19]=1, predict the reaction product. The product is: [Cl:1][C:2]1[N:10]=[C:9]2[C:5]([N:6]=[CH:7][N:8]2[CH:11]2[CH2:15][CH2:14][O:13][CH2:12]2)=[C:4]([NH:24][CH2:17][C:18]2[CH:23]=[CH:22][CH:21]=[CH:20][CH:19]=2)[N:3]=1. (2) Given the reactants [Br:1]N1C(=O)CCC1=O.[C:9]([NH:12][C:13]1[CH:18]=[C:17]([C:19]([O:21]CC)=[CH2:20])[N:16]=[C:15]([C:24]([O:26][CH3:27])=[O:25])[C:14]=1[Cl:28])(=[O:11])[CH3:10], predict the reaction product. The product is: [C:9]([NH:12][C:13]1[CH:18]=[C:17]([C:19](=[O:20])[CH2:21][Br:1])[N:16]=[C:15]([C:24]([O:26][CH3:27])=[O:25])[C:14]=1[Cl:28])(=[O:11])[CH3:10]. (3) Given the reactants [CH:1]1([C@H:7]([NH:12][C:13]([C:15]2[CH:19]=[C:18]([C:20]3[CH:25]=[CH:24][CH:23]=[C:22]([O:26][CH3:27])[CH:21]=3)[S:17][C:16]=2[NH:28][C:29]([NH:31][C:32]2[C:37]([Cl:38])=[CH:36][CH:35]=[CH:34][C:33]=2[Cl:39])=[O:30])=[O:14])[C:8]([O:10]C)=[O:9])[CH2:6][CH2:5][CH2:4][CH2:3][CH2:2]1.[OH-].[Li+], predict the reaction product. The product is: [CH:1]1([C@H:7]([NH:12][C:13]([C:15]2[CH:19]=[C:18]([C:20]3[CH:25]=[CH:24][CH:23]=[C:22]([O:26][CH3:27])[CH:21]=3)[S:17][C:16]=2[NH:28][C:29]([NH:31][C:32]2[C:33]([Cl:39])=[CH:34][CH:35]=[CH:36][C:37]=2[Cl:38])=[O:30])=[O:14])[C:8]([OH:10])=[O:9])[CH2:6][CH2:5][CH2:4][CH2:3][CH2:2]1. (4) Given the reactants [CH3:1][N:2]([CH2:17][C:18]#[CH:19])[C:3]1[S:4][C:5]2[CH:11]=[C:10](OC(F)(F)F)[CH:9]=[CH:8][C:6]=2[N:7]=1.[F:20][C:21]([F:34])([F:33])[O:22]C1C2N=C(N)SC=2C=CC=1.S([O-])([O-])(=O)=O.[NH3+]N.[NH3+]N.O.NN.O=S(Cl)Cl.CNCC#C, predict the reaction product. The product is: [CH3:1][N:2]([CH2:17][C:18]#[CH:19])[C:3]1[S:4][C:5]2[CH:11]=[CH:10][CH:9]=[C:8]([O:22][C:21]([F:34])([F:33])[F:20])[C:6]=2[N:7]=1. (5) Given the reactants [NH:1]1[CH:5]=[CH:4][C:3]([C:6]([OH:8])=[O:7])=[N:2]1.OS(O)(=O)=O.[CH3:14]O, predict the reaction product. The product is: [NH:1]1[CH:5]=[CH:4][C:3]([C:6]([O:8][CH3:14])=[O:7])=[N:2]1. (6) The product is: [OH2:25].[OH2:25].[ClH:39].[NH2:24][C:13]1[C:12]([OH:27])=[C:11]2[C:16]([CH2:17][C@@H:18]3[C:9]([C:10]2=[O:28])=[C:8]([OH:29])[C@@:7]2([OH:30])[C@H:20]([C@H:3]([N:2]([CH3:1])[CH3:36])[C:4]([OH:35])=[C:5]([C:32]([NH2:34])=[O:33])[C:6]2=[O:31])[CH2:19]3)=[C:15]([N:21]([CH3:23])[CH3:22])[CH:14]=1. Given the reactants [CH3:1][N:2]([CH3:36])[C@H:3]1[C@H:20]2[C@:7]([OH:30])([C:8]([OH:29])=[C:9]3[C@H:18]([CH2:19]2)[CH2:17][C:16]2[C:11](=[C:12]([OH:27])[C:13]([N+:24]([O-])=[O:25])=[CH:14][C:15]=2[N:21]([CH3:23])[CH3:22])[C:10]3=[O:28])[C:6](=[O:31])[C:5]([C:32]([NH2:34])=[O:33])=[C:4]1[OH:35].N#N.[ClH:39], predict the reaction product. (7) Given the reactants [ClH:1].[OH:2][C:3]1[CH:4]=[C:5]([CH:9]=[CH:10][CH:11]=1)[CH2:6][CH2:7][NH2:8].Cl.[CH3:13]O, predict the reaction product. The product is: [ClH:1].[CH2:13]1[C:9]2[C:5](=[CH:4][C:3]([OH:2])=[CH:11][CH:10]=2)[CH2:6][CH2:7][NH:8]1. (8) Given the reactants [CH2:1]([N:3]1[C:7]([OH:8])=[CH:6][C:5]([C:9]2[CH:14]=[CH:13][CH:12]=[CH:11][CH:10]=2)=[N:4]1)[CH3:2].[O:15](S(C(F)(F)F)(=O)=O)[S:16]([C:19]([F:22])([F:21])[F:20])(=O)=[O:17].O, predict the reaction product. The product is: [CH2:1]([N:3]1[C:7]([O:8][S:16]([C:19]([F:22])([F:21])[F:20])(=[O:17])=[O:15])=[CH:6][C:5]([C:9]2[CH:14]=[CH:13][CH:12]=[CH:11][CH:10]=2)=[N:4]1)[CH3:2]. (9) Given the reactants [CH3:1][C:2]1[CH:3]=[C:4]([CH:7]=[CH:8][C:9]=1[OH:10])[CH:5]=[O:6].[CH2:11]([OH:14])[CH2:12][OH:13].C1(C)C=CC(S(O)(=O)=[O:22])=CC=1.[C:26]1([CH3:32])C=CC=CC=1, predict the reaction product. The product is: [OH:22][CH2:26][CH2:32][O:6][C:5]1([C:4]2[CH:7]=[CH:8][C:9]([OH:10])=[C:2]([CH3:1])[CH:3]=2)[O:14][CH2:11][CH2:12][O:13]1. (10) The product is: [Cl:18][C:19]1[C:20]2[S:37][C:36](=[O:38])[N:35]([CH:17]3[CH2:16][CH2:15][CH2:14][CH2:13][O:12]3)[C:21]=2[N:22]=[C:23]([S:25][CH2:26][C:27]2[CH:32]=[CH:31][CH:30]=[C:29]([F:33])[C:28]=2[F:34])[N:24]=1. Given the reactants C1(C)C=CC(S(O)(=O)=O)=CC=1.[O:12]1[CH:17]=[CH:16][CH2:15][CH2:14][CH2:13]1.[Cl:18][C:19]1[C:20]2[S:37][C:36](=[O:38])[NH:35][C:21]=2[N:22]=[C:23]([S:25][CH2:26][C:27]2[CH:32]=[CH:31][CH:30]=[C:29]([F:33])[C:28]=2[F:34])[N:24]=1.C(=O)(O)[O-].[Na+], predict the reaction product.